This data is from Full USPTO retrosynthesis dataset with 1.9M reactions from patents (1976-2016). The task is: Predict the reactants needed to synthesize the given product. (1) The reactants are: [CH2:1]([CH:8]1[C:17]2[C:12](=[CH:13][CH:14]=[C:15]([CH2:18][NH:19][S:20]([CH:23]3[CH2:26][CH2:25][CH2:24]3)(=[O:22])=[O:21])[CH:16]=2)[CH2:11][CH2:10][CH:9]1[NH:27]C(=O)OC(C)(C)C)[C:2]1[CH:7]=[CH:6][CH:5]=[CH:4][CH:3]=1.FC(F)(F)C(O)=O. Given the product [NH2:27][CH:9]1[CH:8]([CH2:1][C:2]2[CH:7]=[CH:6][CH:5]=[CH:4][CH:3]=2)[C:17]2[CH:16]=[C:15]([CH2:18][NH:19][S:20]([CH:23]3[CH2:26][CH2:25][CH2:24]3)(=[O:22])=[O:21])[CH:14]=[CH:13][C:12]=2[CH2:11][CH2:10]1, predict the reactants needed to synthesize it. (2) Given the product [Cl:17][C:9]1[C:8]([CH2:13][CH3:14])=[N:7][C:6]2[C:11]([N:10]=1)=[C:2]([Cl:1])[CH:3]=[CH:4][CH:5]=2, predict the reactants needed to synthesize it. The reactants are: [Cl:1][C:2]1[CH:3]=[CH:4][CH:5]=[C:6]2[C:11]=1[NH:10][C:9](=O)[C:8]([CH2:13][CH3:14])=[N:7]2.O=P(Cl)(Cl)[Cl:17]. (3) Given the product [CH3:1][C:2]([CH2:14][CH2:15][CH:16]=[C:17]([CH3:24])[CH2:18][CH2:19][CH:20]=[C:21]([CH3:23])[CH3:22])=[CH:3][CH2:4][CH2:5][C:6]([O:8][CH2:9][CH:10]([CH2:12][OH:13])[OH:11])=[O:7].[OH2:7], predict the reactants needed to synthesize it. The reactants are: [CH3:1][C:2]([CH2:14][CH2:15][CH:16]=[C:17]([CH3:24])[CH2:18][CH2:19][CH:20]=[C:21]([CH3:23])[CH3:22])=[CH:3][CH2:4][CH2:5][C:6]([O:8][CH2:9][CH:10]([CH2:12][OH:13])[OH:11])=[O:7]. (4) Given the product [Br:11][C:12]1[C:13]([F:20])=[CH:14][C:15]([CH3:19])=[C:16]([NH:17][C:7](=[O:9])[CH3:8])[CH:18]=1, predict the reactants needed to synthesize it. The reactants are: N1C=CC=CC=1.[C:7](Cl)(=[O:9])[CH3:8].[Br:11][C:12]1[C:13]([F:20])=[CH:14][C:15]([CH3:19])=[C:16]([CH:18]=1)[NH2:17].Cl.